This data is from Full USPTO retrosynthesis dataset with 1.9M reactions from patents (1976-2016). The task is: Predict the reactants needed to synthesize the given product. (1) Given the product [Cl:33][C:27]1[CH:26]=[C:25]([C:6]2[C:2]([CH3:1])=[N:3][NH:4][C:5]=2[CH3:16])[CH:32]=[CH:31][C:28]=1[C:29]#[N:30].[Cl:33][C:27]1[CH:26]=[C:25]([C:6]2[C:2]([CH3:1])=[N:3][N:4]([C:17]([O:19][C:20]([CH3:21])([CH3:22])[CH3:23])=[O:18])[C:5]=2[CH3:16])[CH:32]=[CH:31][C:28]=1[C:29]#[N:30], predict the reactants needed to synthesize it. The reactants are: [CH3:1][C:2]1[C:6](B2OC(C)(C)C(C)(C)O2)=[C:5]([CH3:16])[N:4]([C:17]([O:19][C:20]([CH3:23])([CH3:22])[CH3:21])=[O:18])[N:3]=1.Br[C:25]1[CH:32]=[CH:31][C:28]([C:29]#[N:30])=[C:27]([Cl:33])[CH:26]=1.C(=O)([O-])[O-].[Na+].[Na+].COCCOC. (2) The reactants are: [CH2:1]([N:4]1[C:16]2[C:15]3[CH:14]=[CH:13][CH:12]=[CH:11][C:10]=3[N:9]=[C:8]([Cl:17])[C:7]=2[N:6]=[C:5]1[CH2:18][O:19][CH2:20][CH3:21])[CH:2]=[CH2:3].Cl.[CH2:23]([NH:30][OH:31])[C:24]1[CH:29]=[CH:28][CH:27]=[CH:26][CH:25]=1.C=O.[C:34](=O)(O)[O-].[Na+]. Given the product [CH2:23]([N:30]1[CH2:34][CH2:3][CH:2]([CH2:1][N:4]2[C:16]3[C:15]4[CH:14]=[CH:13][CH:12]=[CH:11][C:10]=4[N:9]=[C:8]([Cl:17])[C:7]=3[N:6]=[C:5]2[CH2:18][O:19][CH2:20][CH3:21])[O:31]1)[C:24]1[CH:29]=[CH:28][CH:27]=[CH:26][CH:25]=1, predict the reactants needed to synthesize it. (3) The reactants are: [Cl:1][C:2]1[CH:10]=[C:9]2[C:5]([C:6]([S:12][C:13]3[CH:14]=[C:15]([CH2:19][C:20]([OH:22])=[O:21])[CH:16]=[CH:17][CH:18]=3)=[C:7]([CH3:11])[NH:8]2)=[CH:4][CH:3]=1.OS(O)(=O)=O.[CH3:28][CH2:29]O. Given the product [CH2:28]([O:21][C:20](=[O:22])[CH2:19][C:15]1[CH:16]=[CH:17][CH:18]=[C:13]([S:12][C:6]2[C:5]3[C:9](=[CH:10][C:2]([Cl:1])=[CH:3][CH:4]=3)[NH:8][C:7]=2[CH3:11])[CH:14]=1)[CH3:29], predict the reactants needed to synthesize it. (4) Given the product [F:25][C:22]([F:23])([F:24])[C:14]1[CH:13]=[C:12]([NH:11][C:9](=[O:10])[CH2:8][C@H:5]2[CH2:4][CH2:3][C@@H:2]([NH:1][CH2:27][C:28](=[O:33])[C:29]([CH3:32])([CH3:31])[CH3:30])[CH2:7][CH2:6]2)[CH:17]=[C:16]([C:18]([F:19])([F:20])[F:21])[CH:15]=1, predict the reactants needed to synthesize it. The reactants are: [NH2:1][C@@H:2]1[CH2:7][CH2:6][C@H:5]([CH2:8][C:9]([NH:11][C:12]2[CH:17]=[C:16]([C:18]([F:21])([F:20])[F:19])[CH:15]=[C:14]([C:22]([F:25])([F:24])[F:23])[CH:13]=2)=[O:10])[CH2:4][CH2:3]1.Br[CH2:27][C:28](=[O:33])[C:29]([CH3:32])([CH3:31])[CH3:30]. (5) Given the product [CH3:1][O:2][CH2:3][CH2:4][O:5][CH2:6][CH2:7][O:8][CH2:9][CH2:10][O:11][CH2:12][CH2:13][C:14]([O:16][N:22]1[C:26](=[O:27])[CH2:25][CH2:24][C:23]1=[O:28])=[O:15], predict the reactants needed to synthesize it. The reactants are: [CH3:1][O:2][CH2:3][CH2:4][O:5][CH2:6][CH2:7][O:8][CH2:9][CH2:10][O:11][CH2:12][CH2:13][C:14]([O:16]C(C)(C)C)=[O:15].O[N:22]1[C:26](=[O:27])[CH2:25][CH2:24][C:23]1=[O:28].Cl.C(N=C=NCCCN(C)C)C. (6) Given the product [C:12]1(=[CH:7][C:6]([O:14][C:4]([CH3:3])([CH3:1])[CH3:16])=[O:13])[CH2:11][CH2:10][CH2:9]1, predict the reactants needed to synthesize it. The reactants are: [C:1]1(=O)[CH2:4][CH2:3]C1.[C:6]([OH:14])(=[O:13])[C:7]1[CH:12]=[CH:11][CH:10]=[CH:9]C=1.Cl[CH2:16]Cl.